This data is from Reaction yield outcomes from USPTO patents with 853,638 reactions. The task is: Predict the reaction yield, written as a fraction of the theoretical maximum amount of product (1.0 means a 100% yield; for example, 0.34 means a 34% yield). (1) The reactants are [CH3:1][O:2][C:3]1[CH:12]=[CH:11][C:10]([O:13][CH3:14])=[C:9]2[C:4]=1[CH2:5][CH2:6][CH2:7][CH:8]2[C:15]([OH:17])=O.[CH2:18]([NH2:22])[CH:19]([CH3:21])[CH3:20].C(Cl)CCl.C1C=CC2N(O)N=NC=2C=1.C(N(CC)CC)C. The catalyst is C1COCC1.O.CO. The product is [CH2:18]([NH:22][C:15]([CH:8]1[C:9]2[C:4](=[C:3]([O:2][CH3:1])[CH:12]=[CH:11][C:10]=2[O:13][CH3:14])[CH2:5][CH2:6][CH2:7]1)=[O:17])[CH:19]([CH3:21])[CH3:20]. The yield is 0.110. (2) The reactants are [N:1]1([C:7]([C:9]2[CH2:14][NH:13][C:12]([C:15]3[CH:20]=[CH:19][C:18]([OH:21])=[CH:17][CH:16]=3)=[CH:11][CH:10]=2)=[O:8])[CH2:6][CH2:5][O:4][CH2:3][CH2:2]1.[I-:22].[Na+].[OH-].[Na+].Cl[O-].[Na+]. The catalyst is CO. The product is [I:22][C:17]1[CH:16]=[C:15]([C:12]2[CH:11]=[CH:10][C:9]([C:7]([N:1]3[CH2:6][CH2:5][O:4][CH2:3][CH2:2]3)=[O:8])=[CH:14][N:13]=2)[CH:20]=[CH:19][C:18]=1[OH:21]. The yield is 0.610.